This data is from Catalyst prediction with 721,799 reactions and 888 catalyst types from USPTO. The task is: Predict which catalyst facilitates the given reaction. (1) Reactant: [CH3:1][C:2]1[CH:10]=[CH:9][CH:8]=[C:7]([CH3:11])[C:3]=1[C:4]([OH:6])=O.O=S(Cl)Cl.CCN(CC)CC.[CH:23]1([NH2:26])[CH2:25][CH2:24]1. Product: [CH:23]1([NH:26][C:4](=[O:6])[C:3]2[C:7]([CH3:11])=[CH:8][CH:9]=[CH:10][C:2]=2[CH3:1])[CH2:25][CH2:24]1. The catalyst class is: 11. (2) Reactant: [Cl:1][C:2]1[C:7]([NH2:8])=[CH:6][C:5]([F:9])=[CH:4][C:3]=1[NH2:10].C(N(CC)CC)C.[CH2:18]([S:21](Cl)(=[O:23])=[O:22])[CH2:19][CH3:20].C([O-])(O)=O.[Na+]. Product: [NH2:10][C:3]1[C:2]([Cl:1])=[C:7]([NH:8][S:21]([CH2:18][CH2:19][CH3:20])(=[O:23])=[O:22])[CH:6]=[C:5]([F:9])[CH:4]=1. The catalyst class is: 124. (3) Reactant: [CH:1]1([CH2:4][NH2:5])[CH2:3][CH2:2]1.[F:6][C:7]([F:29])([F:28])[O:8][C:9]1[CH:14]=[CH:13][C:12]([S:15]([N:18]2[CH2:23][CH2:22][C:21](=[CH:24][C:25](O)=[O:26])[CH2:20][CH2:19]2)(=[O:17])=[O:16])=[CH:11][CH:10]=1.Cl.CN(C)CCCN=C=NCC.O.ON1C2C=CC=CC=2N=N1. Product: [CH:1]1([CH2:4][NH:5][C:25](=[O:26])[CH:24]=[C:21]2[CH2:22][CH2:23][N:18]([S:15]([C:12]3[CH:13]=[CH:14][C:9]([O:8][C:7]([F:29])([F:28])[F:6])=[CH:10][CH:11]=3)(=[O:16])=[O:17])[CH2:19][CH2:20]2)[CH2:3][CH2:2]1. The catalyst class is: 2. (4) Reactant: [CH3:1][S:2]([C:5]1[CH:10]=[CH:9][CH:8]=[CH:7][CH:6]=1)(=[O:4])=[O:3].[O:11]1[CH2:15][CH2:14][CH2:13]C1.O1CC(=O)C1. Product: [C:5]1([S:2]([CH:1]=[C:14]2[CH2:13][O:11][CH2:15]2)(=[O:4])=[O:3])[CH:10]=[CH:9][CH:8]=[CH:7][CH:6]=1. The catalyst class is: 27. (5) Reactant: [CH3:1][O:2][C:3]1[CH:4]=[CH:5][C:6]([N+:12]([O-:14])=[O:13])=[C:7]([CH:11]=1)[C:8]([NH2:10])=O.FC(F)(F)C(OC(=O)C(F)(F)F)=O.C(N(CC)CC)C. Product: [CH3:1][O:2][C:3]1[CH:4]=[CH:5][C:6]([N+:12]([O-:14])=[O:13])=[C:7]([CH:11]=1)[C:8]#[N:10]. The catalyst class is: 2. (6) Reactant: C([O:9][CH2:10][CH2:11][N:12]1[C:20]2[C:19](Cl)=[N:18][CH:17]=[N:16][C:15]=2[CH:14]=[CH:13]1)(=O)C1C=CC=CC=1.[NH2:22][C:23]1[CH:39]=[CH:38][C:26]([O:27][C:28]2[CH:36]=[CH:35][CH:34]=[C:33]3[C:29]=2[CH2:30][NH:31][C:32]3=[O:37])=[C:25]([Cl:40])[CH:24]=1.C(O)(C)C.C(=O)([O-])O.[Na+]. Product: [Cl:40][C:25]1[CH:24]=[C:23]([NH:22][C:19]2[C:20]3[N:12]([CH2:11][CH2:10][OH:9])[CH:13]=[CH:14][C:15]=3[N:16]=[CH:17][N:18]=2)[CH:39]=[CH:38][C:26]=1[O:27][C:28]1[CH:36]=[CH:35][CH:34]=[C:33]2[C:29]=1[CH2:30][NH:31][C:32]2=[O:37]. The catalyst class is: 13. (7) Reactant: [CH3:1][O:2][C:3]([C:5]1[CH:6]=[CH:7][CH:8]=[C:9]2[C:14]=1[NH:13][C:12](=[O:15])[C:11]([CH3:17])([CH3:16])[NH:10]2)=[O:4].CN(C)C=O.[Br:23]C1C(=O)C(Br)=CC(Br)(Br)C=1.C(OCC)(=O)C. Product: [Br:23][C:6]1[C:5]([C:3]([O:2][CH3:1])=[O:4])=[C:14]2[C:9]([NH:10][C:11]([CH3:17])([CH3:16])[C:12](=[O:15])[NH:13]2)=[CH:8][CH:7]=1. The catalyst class is: 6. (8) Reactant: N.Cl.[NH2:3][NH:4][C:5]([NH2:7])=[O:6].[C:8]1(C)[C:9]([S:14]([OH:17])(=[O:16])=[O:15])=[CH:10][CH:11]=[CH:12][CH:13]=1. Product: [S:14]([C:9]1[CH:8]=[CH:13][C:12]([CH3:5])=[CH:11][CH:10]=1)([OH:17])(=[O:15])=[O:16].[NH2:3][NH:4][C:5]([NH2:7])=[O:6]. The catalyst class is: 5. (9) Reactant: [C@H:1]12[O:6][C@H:5]1[CH2:4][CH2:3][C@@H:2]2[N:7]([S:15]([C:18]1[CH:23]=[CH:22][CH:21]=[CH:20][C:19]=1[N+:24]([O-:26])=[O:25])(=[O:17])=[O:16])[C:8](=[O:14])[O:9]C(C)(C)C. Product: [OH:6][C@H:5]1[C@H:1]2[C@H:2]([N:7]([S:15]([C:18]3[CH:23]=[CH:22][CH:21]=[CH:20][C:19]=3[N+:24]([O-:26])=[O:25])(=[O:16])=[O:17])[C:8](=[O:14])[O:9]2)[CH2:3][CH2:4]1. The catalyst class is: 5.